Dataset: Reaction yield outcomes from USPTO patents with 853,638 reactions. Task: Predict the reaction yield, written as a fraction of the theoretical maximum amount of product (1.0 means a 100% yield; for example, 0.34 means a 34% yield). (1) The reactants are [Br:1][CH2:2][CH2:3][CH2:4][OH:5].[O:6]1[CH:11]=[CH:10][CH2:9][CH2:8][CH2:7]1. The catalyst is C(Cl)Cl.CC1C=CC(S([O-])(=O)=O)=CC=1.C1C=C[NH+]=CC=1. The product is [Br:1][CH2:2][CH2:3][CH2:4][O:5][CH:7]1[CH2:8][CH2:9][CH2:10][CH2:11][O:6]1. The yield is 0.690. (2) The reactants are [Cl-].O[NH3+:3].[C:4](=[O:7])([O-])[OH:5].[Na+].CS(C)=O.[CH2:13]([C:15]1[S:52][C:18]2[N:19]([CH2:36][C:37]3[CH:42]=[CH:41][C:40]([C:43]4[C:44]([C:49]#[N:50])=[CH:45][CH:46]=[CH:47][CH:48]=4)=[C:39]([F:51])[CH:38]=3)[C:20](=[O:35])[N:21]([CH2:24][C:25]([C:27]3[CH:32]=[CH:31][C:30]([O:33][CH3:34])=[CH:29][CH:28]=3)=[O:26])[C:22](=[O:23])[C:17]=2[CH:16]=1)[CH3:14]. The catalyst is C(Cl)(Cl)Cl. The product is [CH2:13]([C:15]1[S:52][C:18]2[N:19]([CH2:36][C:37]3[CH:42]=[CH:41][C:40]([C:43]4[CH:48]=[CH:47][CH:46]=[CH:45][C:44]=4[C:49]4[NH:3][C:4](=[O:7])[O:5][N:50]=4)=[C:39]([F:51])[CH:38]=3)[C:20](=[O:35])[N:21]([CH2:24][C:25]([C:27]3[CH:28]=[CH:29][C:30]([O:33][CH3:34])=[CH:31][CH:32]=3)=[O:26])[C:22](=[O:23])[C:17]=2[CH:16]=1)[CH3:14]. The yield is 0.390.